Task: Predict the product of the given reaction.. Dataset: Forward reaction prediction with 1.9M reactions from USPTO patents (1976-2016) (1) Given the reactants Br[C:2]1[CH:3]=[C:4]([NH2:14])[C:5]([N:8]2[CH2:13][CH2:12][O:11][CH2:10][CH2:9]2)=[N:6][CH:7]=1.C1(P(C2CCCCC2)C2C=CC=CC=2C2C(C(C)C)=CC(C(C)C)=CC=2C(C)C)CCCCC1.[CH3:49][CH:50]1[CH2:55][O:54][CH2:53][CH2:52][NH:51]1.[Li+].C[Si]([N-][Si](C)(C)C)(C)C, predict the reaction product. The product is: [CH3:49][CH:50]1[N:51]([C:2]2[CH:3]=[C:4]([NH2:14])[C:5]([N:8]3[CH2:13][CH2:12][O:11][CH2:10][CH2:9]3)=[N:6][CH:7]=2)[CH2:52][CH2:53][O:54][CH2:55]1. (2) Given the reactants [NH2:1][C:2]1[C:3]([C:9]2[CH:18]=[CH:17][C:12]([C:13]([O:15][CH3:16])=[O:14])=[C:11]([F:19])[CH:10]=2)=[N:4][C:5](Br)=[CH:6][N:7]=1.[CH2:20]([O:27][CH2:28][CH:29]1[CH2:34][CH2:33][C:32](B2OC(C)(C)C(C)(C)O2)=[CH:31][CH2:30]1)[C:21]1[CH:26]=[CH:25][CH:24]=[CH:23][CH:22]=1.C([O-])([O-])=O.[Na+].[Na+], predict the reaction product. The product is: [NH2:1][C:2]1[C:3]([C:9]2[CH:18]=[CH:17][C:12]([C:13]([O:15][CH3:16])=[O:14])=[C:11]([F:19])[CH:10]=2)=[N:4][C:5]([C:32]2[CH2:33][CH2:34][CH:29]([CH2:28][O:27][CH2:20][C:21]3[CH:22]=[CH:23][CH:24]=[CH:25][CH:26]=3)[CH2:30][CH:31]=2)=[CH:6][N:7]=1. (3) Given the reactants Br[C:2]1[CH:3]=[N:4][C:5]2[N:6]([CH:8]=[C:9]([C:11]3[CH:12]=[C:13]([NH:18][C:19]([N:21]4[CH2:25][CH2:24][CH2:23][CH2:22]4)=[O:20])[CH:14]=[CH:15][C:16]=3[Cl:17])[N:10]=2)[CH:7]=1.[Br-].[CH3:27][O:28][C:29]([NH:31][C:32]1[CH:37]=[CH:36][C:35](B(O)O)=[CH:34][CH:33]=1)=[O:30], predict the reaction product. The product is: [Cl:17][C:16]1[CH:15]=[CH:14][C:13]([NH:18][C:19]([N:21]2[CH2:25][CH2:24][CH2:23][CH2:22]2)=[O:20])=[CH:12][C:11]=1[C:9]1[N:10]=[C:5]2[N:4]=[CH:3][C:2]([C:35]3[CH:34]=[CH:33][C:32]([NH:31][C:29](=[O:30])[O:28][CH3:27])=[CH:37][CH:36]=3)=[CH:7][N:6]2[CH:8]=1. (4) Given the reactants CC(OC(/N=N/C(OC(C)C)=O)=O)C.[CH2:15]([O:17][CH2:18][C:19]1[CH:20]=[N:21][C:22]([N:25]2[CH2:30][CH2:29][CH:28]([C@H:31]3[CH2:33][C@H:32]3[CH2:34][CH2:35][OH:36])[CH2:27][CH2:26]2)=[N:23][CH:24]=1)[CH3:16].[F:37][C:38]1[CH:43]=[C:42](O)[CH:41]=[CH:40][C:39]=1[CH2:45][C:46]([O:48][CH3:49])=[O:47].C1(P(C2C=CC=CC=2)C2C=CC=CC=2)C=CC=CC=1, predict the reaction product. The product is: [CH2:15]([O:17][CH2:18][C:19]1[CH:20]=[N:21][C:22]([N:25]2[CH2:30][CH2:29][CH:28]([C@H:31]3[CH2:33][C@H:32]3[CH2:34][CH2:35][O:36][C:42]3[CH:41]=[CH:40][C:39]([CH2:45][C:46]([O:48][CH3:49])=[O:47])=[C:38]([F:37])[CH:43]=3)[CH2:27][CH2:26]2)=[N:23][CH:24]=1)[CH3:16]. (5) Given the reactants [NH2:1][C:2]1[S:14][C:5]2[CH2:6][N:7]([C:9]([O:11][CH2:12][CH3:13])=[O:10])[CH2:8][C:4]=2[C:3]=1[C:15]([O:17]CC)=O.C([O-])=O.[NH4+].[CH:24]([NH2:26])=O, predict the reaction product. The product is: [O:17]=[C:15]1[NH:26][CH:24]=[N:1][C:2]2[S:14][C:5]3[CH2:6][N:7]([C:9]([O:11][CH2:12][CH3:13])=[O:10])[CH2:8][C:4]=3[C:3]1=2.